This data is from Forward reaction prediction with 1.9M reactions from USPTO patents (1976-2016). The task is: Predict the product of the given reaction. (1) Given the reactants [CH2:1]([O:13][C:14]1[C:15]([F:24])=[CH:16][C:17]([N+:21]([O-])=O)=[C:18]([NH2:20])[CH:19]=1)[CH2:2][CH2:3][CH2:4][CH2:5][CH2:6][CH2:7][CH2:8][CH2:9][CH2:10][CH2:11][CH3:12].N, predict the reaction product. The product is: [CH2:1]([O:13][C:14]1[CH:19]=[C:18]([NH2:20])[C:17]([NH2:21])=[CH:16][C:15]=1[F:24])[CH2:2][CH2:3][CH2:4][CH2:5][CH2:6][CH2:7][CH2:8][CH2:9][CH2:10][CH2:11][CH3:12]. (2) Given the reactants [Cl:1][C:2]1[C:7]([F:8])=[CH:6][CH:5]=[C:4]([Cl:9])[C:3]=1[C@H:10]([O:12][C:13]1[C:14]([N+:19]([O-])=O)=[N:15][CH:16]=[CH:17][CH:18]=1)[CH3:11], predict the reaction product. The product is: [Cl:1][C:2]1[C:7]([F:8])=[CH:6][CH:5]=[C:4]([Cl:9])[C:3]=1[C@H:10]([O:12][C:13]1[C:14]([NH2:19])=[N:15][CH:16]=[CH:17][CH:18]=1)[CH3:11].